This data is from Full USPTO retrosynthesis dataset with 1.9M reactions from patents (1976-2016). The task is: Predict the reactants needed to synthesize the given product. (1) Given the product [F:1][C:2]1[CH:7]=[CH:6][C:5]([CH2:8][CH2:9][CH2:10][CH2:11][CH2:12][CH2:13][CH2:14][C:15]([N:39]2[C@H:38]([CH:35]([CH3:37])[CH3:36])[CH2:42][O:41][C:40]2=[O:43])=[O:17])=[CH:4][C:3]=1[CH3:18], predict the reactants needed to synthesize it. The reactants are: [F:1][C:2]1[CH:7]=[CH:6][C:5]([CH2:8][CH2:9][CH2:10][CH2:11][CH2:12][CH2:13][CH2:14][C:15]([OH:17])=O)=[CH:4][C:3]=1[CH3:18].C(N(CC)CC)C.C(Cl)(=O)C(C)(C)C.[Li+].[Cl-].[CH:35]([C@@H:38]1[CH2:42][O:41][C:40](=[O:43])[NH:39]1)([CH3:37])[CH3:36]. (2) Given the product [C:1]([CH2:5][CH2:6][C:7]1[CH:8]=[C:9]2[C:13](=[CH:14][CH:15]=1)[NH:12][C:11](=[O:16])[CH2:10]2)#[N:2], predict the reactants needed to synthesize it. The reactants are: [C-:1]#[N:2].[K+].Cl[CH2:5][CH2:6][C:7]1[CH:8]=[C:9]2[C:13](=[CH:14][CH:15]=1)[NH:12][C:11](=[O:16])[CH2:10]2. (3) Given the product [Br:1][C:2]1[CH:10]=[CH:9][C:8]([C:11]#[N:12])=[C:7]2[C:3]=1[CH:4]=[CH:5][N:6]2[S:22]([C:19]1[CH:20]=[CH:21][C:16]([CH3:15])=[CH:17][CH:18]=1)(=[O:24])=[O:23], predict the reactants needed to synthesize it. The reactants are: [Br:1][C:2]1[CH:10]=[CH:9][C:8]([C:11]#[N:12])=[C:7]2[C:3]=1[CH:4]=[CH:5][NH:6]2.[H-].[Na+].[CH3:15][C:16]1[CH:21]=[CH:20][C:19]([S:22](Cl)(=[O:24])=[O:23])=[CH:18][CH:17]=1.